Dataset: Reaction yield outcomes from USPTO patents with 853,638 reactions. Task: Predict the reaction yield, written as a fraction of the theoretical maximum amount of product (1.0 means a 100% yield; for example, 0.34 means a 34% yield). (1) The reactants are FC(F)(F)C(O)=O.C([O:12][C:13](=[O:50])[CH2:14][CH2:15][C:16]1[CH:21]=[CH:20][C:19]([O:22][CH2:23][CH2:24][CH2:25][O:26][C:27]2[CH:32]=[CH:31][C:30]([C:33]3[CH:38]=[CH:37][CH:36]=[CH:35][CH:34]=3)=[CH:29][CH:28]=2)=[CH:18][C:17]=1[CH2:39][O:40][C:41](=[O:49])[NH:42][CH:43]1[CH2:48][CH2:47][CH2:46][CH2:45][CH2:44]1)(C)(C)C. The catalyst is C(Cl)Cl. The product is [C:30]1([C:33]2[CH:34]=[CH:35][CH:36]=[CH:37][CH:38]=2)[CH:31]=[CH:32][C:27]([O:26][CH2:25][CH2:24][CH2:23][O:22][C:19]2[CH:20]=[CH:21][C:16]([CH2:15][CH2:14][C:13]([OH:50])=[O:12])=[C:17]([CH2:39][O:40][C:41](=[O:49])[NH:42][CH:43]3[CH2:44][CH2:45][CH2:46][CH2:47][CH2:48]3)[CH:18]=2)=[CH:28][CH:29]=1. The yield is 0.900. (2) The yield is 0.990. The product is [NH2:13][C:10]1[CH:11]=[CH:12][C:7]([C:6]([N:5]([CH2:4][CH2:3][N:2]([CH3:1])[CH3:18])[CH3:17])=[O:16])=[CH:8][CH:9]=1. The catalyst is CO.[Pd]. The reactants are [CH3:1][N:2]([CH3:18])[CH2:3][CH2:4][N:5]([CH3:17])[C:6](=[O:16])[C:7]1[CH:12]=[CH:11][C:10]([N+:13]([O-])=O)=[CH:9][CH:8]=1.[H][H]. (3) The reactants are [C:1]([C:5]1[CH:6]=[C:7]([NH2:17])[N:8]([C:10]2[CH:15]=[CH:14][CH:13]=[C:12]([F:16])[CH:11]=2)[N:9]=1)([CH3:4])([CH3:3])[CH3:2].C(=O)([O-])[O-].[K+].[K+].Cl[C:25]([O:27][C:28]1[CH:33]=[CH:32][CH:31]=[CH:30][CH:29]=1)=[O:26]. The catalyst is C1COCC1.CCOC(C)=O. The product is [C:28]1([O:27][C:25](=[O:26])[NH:17][C:7]2[N:8]([C:10]3[CH:15]=[CH:14][CH:13]=[C:12]([F:16])[CH:11]=3)[N:9]=[C:5]([C:1]([CH3:4])([CH3:2])[CH3:3])[CH:6]=2)[CH:33]=[CH:32][CH:31]=[CH:30][CH:29]=1. The yield is 0.890. (4) The reactants are [O:1]1[CH2:6][CH2:5][CH2:4][O:3][CH:2]1[CH2:7][CH2:8][N:9]1[CH2:14][CH2:13][CH:12]([N:15]([CH2:30][C:31]2[CH:36]=[CH:35][C:34]([F:37])=[CH:33][CH:32]=2)C(=O)CC2C=CC(OC(F)(F)F)=CC=2)[CH2:11][CH2:10]1.C(O)[C@@H](O)C. No catalyst specified. The product is [O:1]1[CH2:6][CH2:5][CH2:4][O:3][CH:2]1[CH2:7][CH2:8][N:9]1[CH2:10][CH2:11][CH:12]([NH:15][CH2:30][C:31]2[CH:36]=[CH:35][C:34]([F:37])=[CH:33][CH:32]=2)[CH2:13][CH2:14]1. The yield is 0.460. (5) The reactants are [CH:1]1([C:4]2[C:5]([N:24]([C:29]3[CH:34]=[CH:33][C:32]([B:35]4[O:39]C(C)(C)C(C)(C)[O:36]4)=[CH:31][CH:30]=3)[S:25]([CH3:28])(=[O:27])=[O:26])=[CH:6][C:7]3[O:11][C:10]([C:12]4[CH:17]=[CH:16][C:15]([F:18])=[CH:14][CH:13]=4)=[C:9]([C:19]([NH:21][CH3:22])=[O:20])[C:8]=3[CH:23]=2)[CH2:3][CH2:2]1.C1(B(O)O)C=CC=CC=1.Cl. The catalyst is O1CCCC1. The product is [CH:1]1([C:4]2[C:5]([N:24]([C:29]3[CH:30]=[CH:31][C:32]([B:35]([OH:36])[OH:39])=[CH:33][CH:34]=3)[S:25]([CH3:28])(=[O:27])=[O:26])=[CH:6][C:7]3[O:11][C:10]([C:12]4[CH:13]=[CH:14][C:15]([F:18])=[CH:16][CH:17]=4)=[C:9]([C:19](=[O:20])[NH:21][CH3:22])[C:8]=3[CH:23]=2)[CH2:3][CH2:2]1. The yield is 0.340.